Dataset: Reaction yield outcomes from USPTO patents with 853,638 reactions. Task: Predict the reaction yield, written as a fraction of the theoretical maximum amount of product (1.0 means a 100% yield; for example, 0.34 means a 34% yield). The reactants are [CH:1]1([C:4]2[C:13](I)=[CH:12][C:7]([C:8]([O:10][CH3:11])=[O:9])=[C:6]([CH3:15])[CH:5]=2)[CH2:3][CH2:2]1.[CH3:16][N:17](C=O)C. The catalyst is [C-]#N.[C-]#N.[Zn+2].C1C=CC([P]([Pd]([P](C2C=CC=CC=2)(C2C=CC=CC=2)C2C=CC=CC=2)([P](C2C=CC=CC=2)(C2C=CC=CC=2)C2C=CC=CC=2)[P](C2C=CC=CC=2)(C2C=CC=CC=2)C2C=CC=CC=2)(C2C=CC=CC=2)C2C=CC=CC=2)=CC=1. The product is [C:16]([C:13]1[C:4]([CH:1]2[CH2:3][CH2:2]2)=[CH:5][C:6]([CH3:15])=[C:7]([CH:12]=1)[C:8]([O:10][CH3:11])=[O:9])#[N:17]. The yield is 0.810.